Dataset: Peptide-MHC class II binding affinity with 134,281 pairs from IEDB. Task: Regression. Given a peptide amino acid sequence and an MHC pseudo amino acid sequence, predict their binding affinity value. This is MHC class II binding data. (1) The peptide sequence is TGSDGKTTWCSQTDY. The MHC is DRB1_0401 with pseudo-sequence DRB1_0401. The binding affinity (normalized) is 0.398. (2) The peptide sequence is IGKLFTQTMKGVERL. The MHC is DRB1_0404 with pseudo-sequence DRB1_0404. The binding affinity (normalized) is 0.650. (3) The MHC is DRB1_1302 with pseudo-sequence DRB1_1302. The peptide sequence is TPGQCNMVVERLGDY. The binding affinity (normalized) is 0.327. (4) The peptide sequence is TAALLLLVAHYAIIG. The MHC is DRB1_0701 with pseudo-sequence DRB1_0701. The binding affinity (normalized) is 0.686. (5) The peptide sequence is TKIQYVIRAQLHVGA. The MHC is H-2-IAb with pseudo-sequence H-2-IAb. The binding affinity (normalized) is 0.158. (6) The peptide sequence is GLAYKFVVPGAATPY. The MHC is DRB1_1501 with pseudo-sequence DRB1_1501. The binding affinity (normalized) is 0. (7) The peptide sequence is KLFEFNRNAIKTLQN. The MHC is H-2-IAb with pseudo-sequence H-2-IAb. The binding affinity (normalized) is 0.378. (8) The peptide sequence is AYESYKFIPALEAAVKQAYAATVAAA. The MHC is HLA-DQA10301-DQB10302 with pseudo-sequence HLA-DQA10301-DQB10302. The binding affinity (normalized) is 0.518. (9) The peptide sequence is IPSIIHEALNIALIA. The MHC is DRB1_0404 with pseudo-sequence DRB1_0404. The binding affinity (normalized) is 0.391. (10) The peptide sequence is SADLELSWNLNGLQAY. The MHC is DRB1_1302 with pseudo-sequence DRB1_1302. The binding affinity (normalized) is 0.595.